Dataset: Forward reaction prediction with 1.9M reactions from USPTO patents (1976-2016). Task: Predict the product of the given reaction. (1) Given the reactants Br[C:2]1[CH:9]=[CH:8][C:5]([C:6]#[N:7])=[CH:4][C:3]=1[CH3:10].CN([CH:14]=[O:15])C, predict the reaction product. The product is: [CH:14]([C:2]1[CH:9]=[CH:8][C:5]([C:6]#[N:7])=[CH:4][C:3]=1[CH3:10])=[O:15]. (2) Given the reactants [F:1][C:2]1[CH:7]=[CH:6][C:5]([CH2:8][C@@H:9]2[CH2:14][CH2:13][CH2:12][N:11]([CH2:15][CH2:16][CH2:17][NH2:18])[CH2:10]2)=[CH:4][CH:3]=1.C1([O:25][C:26](=O)[NH:27][C:28]2[CH:33]=[CH:32][C:31]([C:34]3[N:38]([CH3:39])[N:37]=[N:36][N:35]=3)=[CH:30][CH:29]=2)C=CC=CC=1.Cl.C(OCC)C, predict the reaction product. The product is: [F:1][C:2]1[CH:7]=[CH:6][C:5]([CH2:8][C@@H:9]2[CH2:14][CH2:13][CH2:12][N:11]([CH2:15][CH2:16][CH2:17][NH:18][C:26]([NH:27][C:28]3[CH:29]=[CH:30][C:31]([C:34]4[N:38]([CH3:39])[N:37]=[N:36][N:35]=4)=[CH:32][CH:33]=3)=[O:25])[CH2:10]2)=[CH:4][CH:3]=1. (3) Given the reactants Cl.[N:2]1([CH2:8][C:9]([OH:11])=O)[CH2:7][CH2:6][O:5][CH2:4][CH2:3]1.[NH2:12][C@@H:13]([CH2:31][O:32][CH2:33][C:34]1[CH:39]=[CH:38][CH:37]=[CH:36][CH:35]=1)[C:14]([NH:16][C:17]1[CH:22]=[CH:21][C:20]([O:23][C:24]2[CH:29]=[CH:28][C:27]([F:30])=[CH:26][CH:25]=2)=[CH:19][CH:18]=1)=[O:15], predict the reaction product. The product is: [CH2:33]([O:32][CH2:31][C@H:13]([NH:12][C:9](=[O:11])[CH2:8][N:2]1[CH2:3][CH2:4][O:5][CH2:6][CH2:7]1)[C:14]([NH:16][C:17]1[CH:22]=[CH:21][C:20]([O:23][C:24]2[CH:29]=[CH:28][C:27]([F:30])=[CH:26][CH:25]=2)=[CH:19][CH:18]=1)=[O:15])[C:34]1[CH:39]=[CH:38][CH:37]=[CH:36][CH:35]=1.